This data is from Full USPTO retrosynthesis dataset with 1.9M reactions from patents (1976-2016). The task is: Predict the reactants needed to synthesize the given product. (1) Given the product [CH:1]1([N:5]2[CH2:11][CH2:10][C:9]3[S:12][C:13]([CH:15]4[CH2:20][CH2:19][N:18]([C:27]([N:21]5[CH2:26][CH2:25][O:24][CH2:23][CH2:22]5)=[O:28])[CH2:17][CH2:16]4)=[N:14][C:8]=3[CH2:7][CH2:6]2)[CH2:2][CH2:3][CH2:4]1, predict the reactants needed to synthesize it. The reactants are: [CH:1]1([N:5]2[CH2:11][CH2:10][C:9]3[S:12][C:13]([CH:15]4[CH2:20][CH2:19][NH:18][CH2:17][CH2:16]4)=[N:14][C:8]=3[CH2:7][CH2:6]2)[CH2:4][CH2:3][CH2:2]1.[N:21]1([C:27](Cl)=[O:28])[CH2:26][CH2:25][O:24][CH2:23][CH2:22]1.C(N(CC)CC)C. (2) Given the product [C:1]([O:5][C:6](=[O:33])[NH:7][C:8]([C:12]1[CH:21]=[CH:20][C:19]2[C:14](=[CH:15][CH:16]=[C:17]([O:22][C@H:23]3[CH2:28][CH2:27][C@H:26]([C:29]([CH3:32])([CH3:31])[CH3:30])[CH2:25][CH2:24]3)[C:18]=2[C:49]([F:52])([F:51])[F:50])[N:13]=1)([CH3:11])[CH2:9][OH:10])([CH3:4])([CH3:2])[CH3:3], predict the reactants needed to synthesize it. The reactants are: [C:1]([O:5][C:6](=[O:33])[NH:7][C:8]([C:12]1[CH:21]=[CH:20][C:19]2[C:14](=[CH:15][CH:16]=[C:17]([O:22][C@H:23]3[CH2:28][CH2:27][C@H:26]([C:29]([CH3:32])([CH3:31])[CH3:30])[CH2:25][CH2:24]3)[CH:18]=2)[N:13]=1)([CH3:11])[CH2:9][OH:10])([CH3:4])([CH3:3])[CH3:2].NC(C1C=CC2C(=CC=C(O[C@H]3CC[C@H](C(C)(C)C)CC3)C=2[C:49]([F:52])([F:51])[F:50])N=1)(C)CO.C(O)(C(F)(F)F)=O.